Dataset: Full USPTO retrosynthesis dataset with 1.9M reactions from patents (1976-2016). Task: Predict the reactants needed to synthesize the given product. (1) Given the product [C:24]1([S:21]([CH:19]2[CH:16]([C:12]3[C:11]([CH3:18])=[C:10]([Br:9])[CH:15]=[CH:14][N:13]=3)[NH:1][C:2]3([CH2:6][CH2:5][N:4]([CH3:7])[C:3]3=[O:8])[CH2:20]2)(=[O:23])=[O:22])[CH:29]=[CH:28][CH:27]=[CH:26][CH:25]=1, predict the reactants needed to synthesize it. The reactants are: [NH2:1][CH:2]1[CH2:6][CH2:5][N:4]([CH3:7])[C:3]1=[O:8].[Br:9][C:10]1[CH:15]=[CH:14][N:13]=[C:12]([CH:16]=O)[C:11]=1[CH3:18].[CH:19]([S:21]([C:24]1[CH:29]=[CH:28][CH:27]=[CH:26][CH:25]=1)(=[O:23])=[O:22])=[CH2:20].[O-]S(C(F)(F)F)(=O)=O.[Ca+2].[O-]S(C(F)(F)F)(=O)=O.C(N(CC)CC)C. (2) Given the product [C:1]([O:5][C:6]([N:8]1[CH2:12][CH2:11][C@H:10]([C:13](=[O:15])[NH:16][C:17]2[CH:22]=[C:21]([S:23]([CH3:26])(=[O:24])=[O:25])[CH:20]=[C:19]([NH:27][C:28]3[N:37]=[CH:36][C:35]4[N:34]([CH3:38])[C:33](=[O:39])[CH2:32][N:31]([CH:40]([CH3:42])[CH3:41])[C:30]=4[N:29]=3)[CH:18]=2)[CH2:9]1)=[O:7])([CH3:2])([CH3:3])[CH3:4], predict the reactants needed to synthesize it. The reactants are: [C:1]([O:5][C:6]([N:8]1[CH2:12][CH2:11][C@H:10]([C:13]([OH:15])=O)[CH2:9]1)=[O:7])([CH3:4])([CH3:3])[CH3:2].[NH2:16][C:17]1[CH:18]=[C:19]([NH:27][C:28]2[N:37]=[CH:36][C:35]3[N:34]([CH3:38])[C:33](=[O:39])[CH2:32][N:31]([CH:40]([CH3:42])[CH3:41])[C:30]=3[N:29]=2)[CH:20]=[C:21]([S:23]([CH3:26])(=[O:25])=[O:24])[CH:22]=1. (3) Given the product [Cl:1][C:2]1[C:11]2[C:6](=[CH:7][CH:8]=[C:9]([C:12]([C:20]3[C:21]([CH3:27])=[N:22][C:23]([CH3:26])=[CH:24][CH:25]=3)([C:13]3[N:17]([CH3:18])[N:16]=[N:15][CH:14]=3)[OH:19])[CH:10]=2)[N:5]=[C:4]([O:28][CH3:29])[C:3]=1[O:30][CH2:36][CH2:35][S:32]([CH3:31])(=[O:34])=[O:33], predict the reactants needed to synthesize it. The reactants are: [Cl:1][C:2]1[C:11]2[C:6](=[CH:7][CH:8]=[C:9]([C:12]([C:20]3[C:21]([CH3:27])=[N:22][C:23]([CH3:26])=[CH:24][CH:25]=3)([OH:19])[C:13]3[N:17]([CH3:18])[N:16]=[N:15][CH:14]=3)[CH:10]=2)[N:5]=[C:4]([O:28][CH3:29])[C:3]=1[OH:30].[CH3:31][S:32]([CH2:35][CH2:36]O)(=[O:34])=[O:33].C1C=CC(P(C2C=CC=CC=2)C2C=CC=CC=2)=CC=1.CC(OC(/N=N/C(OC(C)C)=O)=O)C. (4) Given the product [Cl:35][C:36]1[C:41]([Cl:42])=[CH:40][CH:39]=[CH:38][C:37]=1[NH:43][C:44]1[CH:52]=[C:51]([C:53]([F:55])([F:56])[F:54])[C:47]([C:48]([NH:12][CH:8]2[CH2:11][CH2:10][CH2:9]2)=[O:49])=[CH:46][N:45]=1, predict the reactants needed to synthesize it. The reactants are: CN1CCOCC1.[CH:8]1([NH2:12])[CH2:11][CH2:10][CH2:9]1.ON1C2C=CC=CC=2N=N1.Cl.CN(C)CCCN=C=NCC.[Cl:35][C:36]1[C:41]([Cl:42])=[CH:40][CH:39]=[CH:38][C:37]=1[NH:43][C:44]1[CH:52]=[C:51]([C:53]([F:56])([F:55])[F:54])[C:47]([C:48](O)=[O:49])=[CH:46][N:45]=1. (5) Given the product [CH3:18][N:15]([CH3:14])[C:2]1[CH:3]=[C:4]2[C:9](=[CH:10][CH:11]=1)[C:7](=[O:8])[O:6][CH2:5]2, predict the reactants needed to synthesize it. The reactants are: N[C:2]1[CH:3]=[C:4]2[C:9](=[CH:10][CH:11]=1)[C:7](=[O:8])[O:6][CH2:5]2.C=O.[C:14]([BH3-])#[N:15].[Na+].[CH3:18]C(O)=O. (6) The reactants are: C(N(CC)CC)C.[CH3:8][O:9][C:10]1[C:11]([CH3:19])=[CH:12][N:13]2[C:18]=1[CH:17]=[CH:16][CH:15]=[CH:14]2.[N+:20]([C:23]1[CH:31]=[CH:30][C:26]([C:27](Cl)=[O:28])=[CH:25][CH:24]=1)([O-:22])=[O:21].C(=O)([O-])O.[Na+]. Given the product [CH3:8][O:9][C:10]1[C:11]([CH3:19])=[C:12]([C:27]([C:26]2[CH:25]=[CH:24][C:23]([N+:20]([O-:22])=[O:21])=[CH:31][CH:30]=2)=[O:28])[N:13]2[C:18]=1[CH:17]=[CH:16][CH:15]=[CH:14]2, predict the reactants needed to synthesize it.